From a dataset of Reaction yield outcomes from USPTO patents with 853,638 reactions. Predict the reaction yield, written as a fraction of the theoretical maximum amount of product (1.0 means a 100% yield; for example, 0.34 means a 34% yield). (1) The reactants are [N+:1]([C:4]1[CH:15]=[CH:14][C:7]([O:8][CH2:9][C:10]([O:12]C)=[O:11])=[CH:6][CH:5]=1)([O-:3])=[O:2]. The catalyst is Cl. The product is [N+:1]([C:4]1[CH:5]=[CH:6][C:7]([O:8][CH2:9][C:10]([OH:12])=[O:11])=[CH:14][CH:15]=1)([O-:3])=[O:2]. The yield is 0.921. (2) The reactants are [CH3:1][N:2]([CH2:10][C:11]([N:13]1[CH2:18][CH2:17][S:16][C:15]2[CH:19]=[CH:20][C:21]([N+:23]([O-:25])=[O:24])=[CH:22][C:14]1=2)=O)[C:3](=[O:9])[O:4][C:5]([CH3:8])([CH3:7])[CH3:6].B.O1CCCC1. The catalyst is O1CCCC1. The product is [CH3:1][N:2]([CH2:10][CH2:11][N:13]1[CH2:18][CH2:17][S:16][C:15]2[CH:19]=[CH:20][C:21]([N+:23]([O-:25])=[O:24])=[CH:22][C:14]1=2)[C:3](=[O:9])[O:4][C:5]([CH3:8])([CH3:6])[CH3:7]. The yield is 0.990.